From a dataset of Full USPTO retrosynthesis dataset with 1.9M reactions from patents (1976-2016). Predict the reactants needed to synthesize the given product. (1) The reactants are: [OH-].[K+].[OH:3][CH2:4][C@H:5]([N:11]1[CH2:16][CH2:15][C@@H:14]([CH2:17][C:18]([OH:20])=[O:19])[CH2:13][C@H:12]1[C:21]1[CH:26]=[CH:25][C:24]([C:27]([F:30])([F:29])[F:28])=[CH:23][CH:22]=1)[CH2:6][CH2:7][CH:8]([CH3:10])[CH3:9].I[CH:32]([CH3:34])[CH3:33].[OH-].[Na+]. Given the product [CH:32]([O:3][CH2:4][C@H:5]([N:11]1[CH2:16][CH2:15][C@@H:14]([CH2:17][C:18]([OH:20])=[O:19])[CH2:13][C@H:12]1[C:21]1[CH:26]=[CH:25][C:24]([C:27]([F:30])([F:28])[F:29])=[CH:23][CH:22]=1)[CH2:6][CH2:7][CH:8]([CH3:9])[CH3:10])([CH3:34])[CH3:33], predict the reactants needed to synthesize it. (2) Given the product [CH3:1][C:2]1[NH:3][C:4]2[C:9]([CH:10]=1)=[CH:8][C:7]([NH:11][C:13]1[CH:18]=[CH:17][N:16]=[C:15]3[CH:19]=[C:20]([C:22]4[S:23][CH:24]=[C:25]([CH3:27])[N:26]=4)[S:21][C:14]=13)=[CH:6][CH:5]=2, predict the reactants needed to synthesize it. The reactants are: [CH3:1][C:2]1[NH:3][C:4]2[C:9]([CH:10]=1)=[CH:8][C:7]([NH2:11])=[CH:6][CH:5]=2.Cl[C:13]1[CH:18]=[CH:17][N:16]=[C:15]2[CH:19]=[C:20]([C:22]3[S:23][CH:24]=[C:25]([CH3:27])[N:26]=3)[S:21][C:14]=12.